Task: Regression. Given a target protein amino acid sequence and a drug SMILES string, predict the binding affinity score between them. We predict pIC50 (pIC50 = -log10(IC50 in M); higher means more potent). Dataset: bindingdb_ic50.. Dataset: Drug-target binding data from BindingDB using IC50 measurements (1) The small molecule is CCCc1cn([C@H]2C[C@H](O)[C@@H](CO)O2)c(=O)[nH]c1=O. The target protein sequence is MASHAGHQDSPALDRVAGSAGHGDHPSALLRIYVDGPHGLGKTTTAAALAAALGRRDEIEYVPEPMAYWQTLGGPQTITRIFDAQHRLDRGEISASEAAMAMASAQVTMSTPYAVTESAVAPHIGAELPPGHGPHPNIDLTLVFDRHPVASLLCYPAARYLMGSLSLPTVLSFAALLPQTTPGTNLVLGALPEAVHAERLAQRQRPGERLDLAMLSAIRRVYDMLGNAIVYLQRGGSWRADWRRLSPARSAAASGRPARILPRPEIEDTIFALFCAPELLDETGEPYRVFAWTLDLLAERLRPMHLLVLDYNQAPHHCWMDLMEMIPEMTPTLPATPGSMLTLQLLAREFAREMTSTRGGDVGGEGRETR. The pIC50 is 5.4. (2) The compound is O=C(NC(CSSCC(NC(=O)c1ccccc1)C(=O)O)C(=O)O)c1ccccc1. The target protein (Q5XJA0) has sequence MSALGESRTRLCDQFAFVSGSDSAVAQCYLAENEWDMERALNSFFEAHMDSVFDEEAEKTEVTGNKRKDDTAEASGTKKKLKTDNADCIDLTAEEPTCSITVNSKENQAENGTAKSEVEDSKLSIISWNVDGLDTLNLADRARGLCSYLALYTPDVVFLQELIPAYVQYLKKRAVSYLFFEGSDDGYFTGIMLRKSRVKFLESEIICFPTTQMMRNLLIAQVTFSGQKLYLMTSHLESCKNQSQERTKQLRVVLQKIKEAPEDAIVIFAGDTNLRDAEVANVGGLPAGVCDVWEQLGKQEHCRYTWDTKANSNKTVPYVSRCRFDRIFLRSAKTAPPVTPDHMALIGMEKLDCGRYTSDHWGIYCTFNT. The pIC50 is 4.8. (3) The compound is CC(C)[C@H](N)C(=O)NS(=O)(=O)CC(=O)N[C@@]1(C(=O)O)[C@@H](O)C[C@H]2C(C(N)=O)=CN(C)C[C@H]21. The target protein (P41972) has sequence MDYKETLLMPKTDFPMRGGLPNKEPQIQEKWDAEDQYHKALEKNKGNETFILHDGPPYANGNLHMGHALNKILKDFIVRYKTMQGFYAPYVPGWDTHGLPIEQALTKKGVDRKKMSTAEFREKCKEFALEQIELQKKDFRRLGVRGDFNDPYITLKPEYEAAQIRIFGEMADKGLIYKGKKPVYWSPSSESSLAEAEIEYHDKRSASIYVAFNVKDDKGVVDADAKFIIWTTTPWTIPSNVAITVHPELKYGQYNVNGEKYIIAEALSDAVAEALDWDKASIKLEKEYTGKELEYVVAQHPFLDRESLVINGDHVTTDAGTGCVHTAPGHGEDDYIVGQKYELPVISPIDDKGVFTEEGGQFEGMFYDKANKAVTDLLTEKGALLKLDFITHSYPHDWRTKKPVIFRATPQWFASISKVRQDILDAIENTNFKVNWGKTRIYNMVRDRGEWVISRQRVWGVPLPVFYAENGEIIMTKETVNHVADLFAEHGSNIWFEREA.... The pIC50 is 7.4.